Task: Predict the product of the given reaction.. Dataset: Forward reaction prediction with 1.9M reactions from USPTO patents (1976-2016) (1) Given the reactants [CH2:1]([O:8][C:9]1[C:10]([F:23])=[C:11]([C:16]2[N:17]=[CH:18][C:19]([NH2:22])=[N:20][CH:21]=2)[CH:12]=[CH:13][C:14]=1Cl)[C:2]1[CH:7]=[CH:6][CH:5]=[CH:4][CH:3]=1.[CH:51]1(P([CH:47]2[CH2:52][CH2:51][CH2:50]CC2)C2C=CC=CC=2C2C(OC)=CC=CC=2OC)[CH2:50]CC[CH2:47][CH2:52]1.[Br-].C1([Zn+])CCC1, predict the reaction product. The product is: [CH2:1]([O:8][C:9]1[C:10]([F:23])=[C:11]([C:16]2[N:17]=[CH:18][C:19]([NH2:22])=[N:20][CH:21]=2)[CH:12]=[CH:13][C:14]=1[CH:50]1[CH2:51][CH2:52][CH2:47]1)[C:2]1[CH:7]=[CH:6][CH:5]=[CH:4][CH:3]=1. (2) Given the reactants Cl[C:2]1[CH:7]=[C:6]([Cl:8])[N:5]=[C:4]([CH3:9])[N:3]=1.FC(F)(F)C(O)=O.[F:17][C:18]([F:40])([F:39])[O:19][C:20]1[CH:25]=[CH:24][CH:23]=[CH:22][C:21]=1[CH2:26][NH:27][C:28]([C:30]1[CH:31]=[C:32]2[C:36](=[CH:37][CH:38]=1)[NH:35][CH2:34][CH2:33]2)=[O:29].[OH-].[Na+], predict the reaction product. The product is: [Cl:8][C:6]1[N:5]=[C:4]([CH3:9])[N:3]=[C:2]([N:35]2[C:36]3[C:32](=[CH:31][C:30]([C:28]([NH:27][CH2:26][C:21]4[CH:22]=[CH:23][CH:24]=[CH:25][C:20]=4[O:19][C:18]([F:17])([F:39])[F:40])=[O:29])=[CH:38][CH:37]=3)[CH2:33][CH2:34]2)[CH:7]=1.